Dataset: Forward reaction prediction with 1.9M reactions from USPTO patents (1976-2016). Task: Predict the product of the given reaction. Given the reactants [C:1](Cl)(=[O:3])[CH3:2].Cl.Cl.[NH2:7][C:8]1[N:16]=[C:15]([O:17][CH2:18][CH2:19][CH2:20][CH3:21])[N:14]=[C:13]2[C:9]=1[NH:10][C:11](=[O:33])[N:12]2[CH2:22][CH2:23][CH2:24][NH:25][CH2:26][C:27]1[CH:32]=[CH:31][CH:30]=[CH:29][CH:28]=1.C(N(CC)CC)C, predict the reaction product. The product is: [NH2:7][C:8]1[N:16]=[C:15]([O:17][CH2:18][CH2:19][CH2:20][CH3:21])[N:14]=[C:13]2[C:9]=1[NH:10][C:11](=[O:33])[N:12]2[CH2:22][CH2:23][CH2:24][N:25]([CH2:26][C:27]1[CH:28]=[CH:29][CH:30]=[CH:31][CH:32]=1)[C:1](=[O:3])[CH3:2].